This data is from Reaction yield outcomes from USPTO patents with 853,638 reactions. The task is: Predict the reaction yield, written as a fraction of the theoretical maximum amount of product (1.0 means a 100% yield; for example, 0.34 means a 34% yield). (1) The reactants are [Na].[CH2:2]([O:6][C:7]1[N:15]=[C:14]2[C:10]([N:11]=[CH:12][N:13]2[CH2:16][C:17]2[CH:18]=[N:19][C:20](Cl)=[CH:21][CH:22]=2)=[C:9]([NH2:24])[N:8]=1)[CH2:3][CH2:4][CH3:5].[OH2:25].Cl. The catalyst is C(O)CCCO. The product is [CH2:2]([O:6][C:7]1[N:15]=[C:14]2[C:10]([N:11]=[CH:12][N:13]2[CH2:16][C:17]2[CH:18]=[N:19][C:20]([O:25][CH2:5][CH2:4][CH2:3][CH2:2][OH:6])=[CH:21][CH:22]=2)=[C:9]([NH2:24])[N:8]=1)[CH2:3][CH2:4][CH3:5]. The yield is 0.830. (2) The reactants are [C:1]([C:5]1[CH:6]=[C:7]([CH:19]=[CH:20][CH:21]=1)[O:8][C:9]1[S:10][CH:11]=[C:12]([C:14]([O:16]CC)=O)[N:13]=1)([CH3:4])([CH3:3])[CH3:2].C(C1C=C(C=CC=1)OC1(C(OCC)=O)NC=CS1)(C)(C)C.[CH3:43][O:44][C:45]1[C:50]([NH2:51])=[C:49]([O:52][CH3:53])[N:48]=[C:47]([NH:54][CH2:55][CH2:56][CH2:57][N:58]2[CH2:63][CH2:62][O:61][CH2:60][CH2:59]2)[N:46]=1. No catalyst specified. The product is [C:1]([C:5]1[CH:6]=[C:7]([CH:19]=[CH:20][CH:21]=1)[O:8][C:9]1[S:10][CH:11]=[C:12]([C:14]([NH:51][C:50]2[C:49]([O:52][CH3:53])=[N:48][C:47]([NH:54][CH2:55][CH2:56][CH2:57][N:58]3[CH2:63][CH2:62][O:61][CH2:60][CH2:59]3)=[N:46][C:45]=2[O:44][CH3:43])=[O:16])[N:13]=1)([CH3:2])([CH3:3])[CH3:4]. The yield is 0.500.